This data is from Forward reaction prediction with 1.9M reactions from USPTO patents (1976-2016). The task is: Predict the product of the given reaction. Given the reactants [CH3:1][O:2][CH:3]([CH:37]1[CH2:42][CH2:41][NH:40][CH2:39][CH2:38]1)[C:4]1[CH:32]=[CH:31][C:30]([C:33]([F:36])([F:35])[F:34])=[CH:29][C:5]=1[CH2:6][N:7]([CH2:14][C:15]1[CH:20]=[C:19]([C:21]([F:24])([F:23])[F:22])[CH:18]=[C:17]([C:25]([F:28])([F:27])[F:26])[CH:16]=1)[C:8]1[N:9]=[N:10][N:11]([CH3:13])[N:12]=1.N1C=CC=CC=1.[C:49](Cl)(=[O:51])[CH3:50], predict the reaction product. The product is: [F:26][C:25]([F:28])([F:27])[C:17]1[CH:16]=[C:15]([CH:20]=[C:19]([C:21]([F:24])([F:23])[F:22])[CH:18]=1)[CH2:14][N:7]([CH2:6][C:5]1[CH:29]=[C:30]([C:33]([F:36])([F:35])[F:34])[CH:31]=[CH:32][C:4]=1[CH:3]([O:2][CH3:1])[CH:37]1[CH2:38][CH2:39][N:40]([C:49](=[O:51])[CH3:50])[CH2:41][CH2:42]1)[C:8]1[N:9]=[N:10][N:11]([CH3:13])[N:12]=1.